This data is from Reaction yield outcomes from USPTO patents with 853,638 reactions. The task is: Predict the reaction yield, written as a fraction of the theoretical maximum amount of product (1.0 means a 100% yield; for example, 0.34 means a 34% yield). The reactants are [F:1][C:2]1[N:7]=[C:6]([NH2:8])[CH:5]=[CH:4][CH:3]=1.[Cl:9][CH:10]([Cl:15])[C:11]([CH2:13]Cl)=O. The catalyst is COCCOC. The product is [Cl:9][CH:10]([Cl:15])[C:11]1[N:8]=[C:6]2[CH:5]=[CH:4][CH:3]=[C:2]([F:1])[N:7]2[CH:13]=1. The yield is 0.650.